This data is from Forward reaction prediction with 1.9M reactions from USPTO patents (1976-2016). The task is: Predict the product of the given reaction. (1) Given the reactants [CH2:1]([O:8][CH2:9][C:10]1[O:11][C:12]2[C:13](=[C:15]([C:27]#[N:28])[C:16]([CH3:26])=[C:17]([C:20]3[CH:25]=[CH:24][CH:23]=[CH:22][CH:21]=3)[C:18]=2F)[N:14]=1)[C:2]1[CH:7]=[CH:6][CH:5]=[CH:4][CH:3]=1.C(N(CC)CC)C.[CH3:36][N:37]([CH3:43])[C@H:38]1[CH2:42][CH2:41][NH:40][CH2:39]1.C(OCC)(=O)C, predict the reaction product. The product is: [CH2:1]([O:8][CH2:9][C:10]1[O:11][C:12]2[C:13](=[C:15]([C:27]#[N:28])[C:16]([CH3:26])=[C:17]([C:20]3[CH:25]=[CH:24][CH:23]=[CH:22][CH:21]=3)[C:18]=2[N:40]2[CH2:41][CH2:42][C@H:38]([N:37]([CH3:43])[CH3:36])[CH2:39]2)[N:14]=1)[C:2]1[CH:7]=[CH:6][CH:5]=[CH:4][CH:3]=1. (2) Given the reactants I[C:2]1[CH2:6][O:5][C:4](=[O:7])[CH:3]=1.[C:8]([C:10]1([OH:23])[C:20]2([CH3:21])[CH:18]([CH2:19]2)[C:13]2([O:17][CH2:16][CH2:15][O:14]2)[CH:12]=[C:11]1[CH3:22])#[CH:9].C(NC(C)C)(C)C.[Cl-].[NH4+].OC1(C#CC2COC(=O)C=2)C(C)=CC(=O)C2C1(C)C2, predict the reaction product. The product is: [OH:23][C:10]1([C:8]#[C:9][C:2]2[CH2:6][O:5][C:4](=[O:7])[CH:3]=2)[C:20]2([CH3:21])[CH:18]([CH2:19]2)[C:13]2([O:14][CH2:15][CH2:16][O:17]2)[CH:12]=[C:11]1[CH3:22]. (3) Given the reactants Cl[C:2]1[CH:7]=[C:6]([Cl:8])[N:5]=[C:4]([CH2:9][O:10][CH3:11])[N:3]=1.[F:12][C:13]([F:27])([F:26])[C:14]1[C:15]([N:20]2[CH2:25][CH2:24][NH:23][CH2:22][CH2:21]2)=[N:16][CH:17]=[CH:18][CH:19]=1.C(=O)(O)[O-].[Na+], predict the reaction product. The product is: [Cl:8][C:6]1[CH:7]=[C:2]([N:23]2[CH2:24][CH2:25][N:20]([C:15]3[C:14]([C:13]([F:27])([F:12])[F:26])=[CH:19][CH:18]=[CH:17][N:16]=3)[CH2:21][CH2:22]2)[N:3]=[C:4]([CH2:9][O:10][CH3:11])[N:5]=1.